Predict the product of the given reaction. From a dataset of Forward reaction prediction with 1.9M reactions from USPTO patents (1976-2016). (1) Given the reactants [F:1][C:2]([F:15])([F:14])[O:3][C:4]1[CH:9]=[CH:8][C:7]([C:10]#[C:11][CH2:12][OH:13])=[CH:6][CH:5]=1, predict the reaction product. The product is: [F:1][C:2]([F:14])([F:15])[O:3][C:4]1[CH:5]=[CH:6][C:7]([CH2:10][CH2:11][CH2:12][OH:13])=[CH:8][CH:9]=1. (2) Given the reactants [CH3:1][O:2][C:3]1[CH:4]=[C:5]2[C:10](=[CH:11][C:12]=1[O:13][CH3:14])[N:9]=[CH:8][N:7]=[C:6]2[O:15][C:16]1[CH:22]=[CH:21][C:19]([NH2:20])=[CH:18][CH:17]=1.C(N(CC)CC)C.[C:30](Cl)(Cl)=[S:31].[CH2:34]([N:36]([CH2:40][CH3:41])[CH2:37][CH2:38][NH2:39])[CH3:35], predict the reaction product. The product is: [CH3:1][O:2][C:3]1[CH:4]=[C:5]2[C:10](=[CH:11][C:12]=1[O:13][CH3:14])[N:9]=[CH:8][N:7]=[C:6]2[O:15][C:16]1[CH:22]=[CH:21][C:19]([NH:20][C:30]([NH:39][CH2:38][CH2:37][N:36]([CH2:40][CH3:41])[CH2:34][CH3:35])=[S:31])=[CH:18][CH:17]=1. (3) Given the reactants [H-].[Al+3].[Li+].[H-].[H-].[H-].[C:7]([C:9]1[CH:17]=[CH:16][C:12]([C:13]([OH:15])=O)=[CH:11][CH:10]=1)#[N:8].[OH-].[Na+].[C:20](O[C:20]([O:22][C:23]([CH3:26])([CH3:25])[CH3:24])=[O:21])([O:22][C:23]([CH3:26])([CH3:25])[CH3:24])=[O:21], predict the reaction product. The product is: [C:23]([O:22][C:20](=[O:21])[NH:8][CH2:7][C:9]1[CH:10]=[CH:11][C:12]([CH2:13][OH:15])=[CH:16][CH:17]=1)([CH3:26])([CH3:25])[CH3:24]. (4) Given the reactants [CH3:1][C:2]1[CH:10]=[CH:9][CH:8]=[CH:7][C:3]=1[C:4]([OH:6])=O.[CH3:11][N:12]([CH3:18])[CH2:13][CH2:14][CH2:15][C:16]#[N:17], predict the reaction product. The product is: [CH3:11][N:12]([CH3:18])[CH2:13][CH2:14][CH2:15][C:16]1[NH:17][C:4](=[O:6])[C:3]2[C:2]([CH:1]=1)=[CH:10][CH:9]=[CH:8][CH:7]=2. (5) Given the reactants [CH3:1][C:2]1[C:6]2[CH:7]=[CH:8][C:9]([CH3:11])=[CH:10][C:5]=2[O:4][C:3]=1[CH:12]([CH2:30][CH2:31][CH2:32][CH3:33])[CH2:13][CH2:14][O:15][C:16]1[CH:21]=[CH:20][C:19]([O:22][CH2:23][C:24]([O:26]CC)=[O:25])=[C:18]([CH3:29])[CH:17]=1.[OH-].[Na+], predict the reaction product. The product is: [CH3:1][C:2]1[C:6]2[CH:7]=[CH:8][C:9]([CH3:11])=[CH:10][C:5]=2[O:4][C:3]=1[CH:12]([CH2:30][CH2:31][CH2:32][CH3:33])[CH2:13][CH2:14][O:15][C:16]1[CH:21]=[CH:20][C:19]([O:22][CH2:23][C:24]([OH:26])=[O:25])=[C:18]([CH3:29])[CH:17]=1. (6) Given the reactants [C:1]([C:3]1[C:8](=O)[NH:7][C:6]([S:10][CH3:11])=[N:5][C:4]=1[C:12]1[CH:13]=[C:14]([CH2:18][CH3:19])[CH:15]=[N:16][CH:17]=1)#[N:2].O=P(Cl)(Cl)[Cl:22], predict the reaction product. The product is: [Cl:22][C:8]1[N:7]=[C:6]([S:10][CH3:11])[N:5]=[C:4]([C:12]2[CH:13]=[C:14]([CH2:18][CH3:19])[CH:15]=[N:16][CH:17]=2)[C:3]=1[C:1]#[N:2]. (7) Given the reactants [C:1]([O:5][C:6](=[O:29])[CH:7]([NH:17][C:18](=[O:28])[C:19]1[C:24]([CH3:25])=[CH:23][C:22]([CH3:26])=[CH:21][C:20]=1[CH3:27])[CH2:8][C:9]1[CH:14]=[CH:13][C:12]([C:15]#[CH:16])=[CH:11][CH:10]=1)([CH3:4])([CH3:3])[CH3:2].[CH3:30][CH2:31][O:32][C:33](/[C:35](/Cl)=[N:36]\[OH:37])=[O:34].CCN(CC)CC.C(OCC)(=O)C, predict the reaction product. The product is: [CH2:31]([O:32][C:33]([C:35]1[CH:16]=[C:15]([C:12]2[CH:11]=[CH:10][C:9]([CH2:8][CH:7]([C:6]([O:5][C:1]([CH3:3])([CH3:2])[CH3:4])=[O:29])[NH:17][C:18](=[O:28])[C:19]3[C:20]([CH3:27])=[CH:21][C:22]([CH3:26])=[CH:23][C:24]=3[CH3:25])=[CH:14][CH:13]=2)[O:37][N:36]=1)=[O:34])[CH3:30]. (8) Given the reactants [C:1]([N:8]([CH3:28])[CH:9]1[CH2:14][CH2:13][CH:12]([NH:15][CH2:16][C:17]2[CH:18]=[C:19](B(O)O)[CH:20]=[CH:21][C:22]=2[O:23][CH3:24])[CH2:11][CH2:10]1)([O:3][C:4]([CH3:7])([CH3:6])[CH3:5])=[O:2].Br[C:30]1[CH:35]=[CH:34][CH:33]=[CH:32][C:31]=1[S:36][CH3:37].[Cl:38][C:39]1[C:40]2[C:50]([F:51])=[CH:49][CH:48]=[C:47]([F:52])[C:41]=2[S:42][C:43]=1[C:44](Cl)=[O:45], predict the reaction product. The product is: [C:4]([O:3][C:1](=[O:2])[N:8]([CH:9]1[CH2:14][CH2:13][CH:12]([N:15]([C:44]([C:43]2[S:42][C:41]3[C:47]([F:52])=[CH:48][CH:49]=[C:50]([F:51])[C:40]=3[C:39]=2[Cl:38])=[O:45])[CH2:16][C:17]2[CH:18]=[C:19]([C:30]3[CH:35]=[CH:34][CH:33]=[CH:32][C:31]=3[S:36][CH3:37])[CH:20]=[CH:21][C:22]=2[O:23][CH3:24])[CH2:11][CH2:10]1)[CH3:28])([CH3:7])([CH3:6])[CH3:5].